From a dataset of Peptide-MHC class I binding affinity with 185,985 pairs from IEDB/IMGT. Regression. Given a peptide amino acid sequence and an MHC pseudo amino acid sequence, predict their binding affinity value. This is MHC class I binding data. (1) The peptide sequence is IEAEVIPA. The MHC is Mamu-A11 with pseudo-sequence Mamu-A11. The binding affinity (normalized) is 0.176. (2) The peptide sequence is ALVSEVTEV. The MHC is HLA-A02:16 with pseudo-sequence HLA-A02:16. The binding affinity (normalized) is 0.936.